Dataset: Forward reaction prediction with 1.9M reactions from USPTO patents (1976-2016). Task: Predict the product of the given reaction. (1) Given the reactants [CH3:1][C:2]([OH:11])([CH3:10])[CH2:3][C:4]1[CH:9]=[CH:8][CH:7]=[CH:6][CH:5]=1.[C:12]1([CH2:18][C:19](O)=[O:20])[CH:17]=[CH:16][CH:15]=[CH:14][CH:13]=1.[OH-].[K+], predict the reaction product. The product is: [C:12]1([CH2:18][C:19]([O:11][C:2]([CH3:1])([CH3:10])[CH2:3][C:4]2[CH:9]=[CH:8][CH:7]=[CH:6][CH:5]=2)=[O:20])[CH:17]=[CH:16][CH:15]=[CH:14][CH:13]=1. (2) The product is: [F:1][C:2]1[CH:7]=[C:6]([C:8]2[CH:9]=[C:10]3[C:16]([C:49]4[CH:48]=[N:47][N:46]([CH2:45][C:44]5[CH:60]=[CH:61][CH:62]=[C:42]([F:41])[CH:43]=5)[CH:50]=4)=[CH:15][N:14]([S:18]([C:21]4[CH:27]=[CH:26][C:24]([CH3:25])=[CH:23][CH:22]=4)(=[O:20])=[O:19])[C:11]3=[N:12][CH:13]=2)[CH:5]=[CH:4][C:3]=1[CH:28]1[CH2:33][CH2:32][N:31]([C:34]([O:36][C:37]([CH3:40])([CH3:39])[CH3:38])=[O:35])[CH2:30][CH2:29]1. Given the reactants [F:1][C:2]1[CH:7]=[C:6]([C:8]2[CH:9]=[C:10]3[C:16](I)=[CH:15][N:14]([S:18]([C:21]4[CH:27]=[CH:26][C:24]([CH3:25])=[CH:23][CH:22]=4)(=[O:20])=[O:19])[C:11]3=[N:12][CH:13]=2)[CH:5]=[CH:4][C:3]=1[CH:28]1[CH2:33][CH2:32][N:31]([C:34]([O:36][C:37]([CH3:40])([CH3:39])[CH3:38])=[O:35])[CH2:30][CH2:29]1.[F:41][C:42]1[CH:43]=[C:44]([CH:60]=[CH:61][CH:62]=1)[CH2:45][N:46]1[CH:50]=[C:49](B2OC(C)(C)C(C)(C)O2)[CH:48]=[N:47]1.C(=O)([O-])[O-].[Na+].[Na+], predict the reaction product. (3) Given the reactants [SH:1][CH2:2][C:3]([OH:5])=O.Cl.[NH2:7][C:8]1[CH:9]=[C:10]([CH:17]=[CH:18][C:19]=1[CH3:20])[C:11]([NH:13][CH:14]1[CH2:16][CH2:15]1)=[O:12], predict the reaction product. The product is: [CH:14]1([NH:13][C:11](=[O:12])[C:10]2[CH:17]=[CH:18][C:19]([CH3:20])=[C:8]([NH:7][C:3](=[O:5])[CH2:2][SH:1])[CH:9]=2)[CH2:15][CH2:16]1.